This data is from Tyrosyl-DNA phosphodiesterase HTS with 341,365 compounds. The task is: Binary Classification. Given a drug SMILES string, predict its activity (active/inactive) in a high-throughput screening assay against a specified biological target. (1) The molecule is O1c2c(OCC1)ccc(NC(=O)Nc1cc([N+]([O-])=O)ccc1)c2. The result is 0 (inactive). (2) The compound is s1c2ncn(CC(=O)NCCCC(=O)Nc3c(OC)cccc3)c(=O)c2c(c1C)C. The result is 0 (inactive).